Dataset: NCI-60 drug combinations with 297,098 pairs across 59 cell lines. Task: Regression. Given two drug SMILES strings and cell line genomic features, predict the synergy score measuring deviation from expected non-interaction effect. (1) Drug 1: CC1C(C(CC(O1)OC2CC(CC3=C2C(=C4C(=C3O)C(=O)C5=C(C4=O)C(=CC=C5)OC)O)(C(=O)C)O)N)O.Cl. Drug 2: CCC1(C2=C(COC1=O)C(=O)N3CC4=CC5=C(C=CC(=C5CN(C)C)O)N=C4C3=C2)O.Cl. Cell line: 786-0. Synergy scores: CSS=25.0, Synergy_ZIP=-12.4, Synergy_Bliss=-9.30, Synergy_Loewe=-10.2, Synergy_HSA=-7.21. (2) Drug 1: C1=C(C(=O)NC(=O)N1)N(CCCl)CCCl. Drug 2: CC1CCC2CC(C(=CC=CC=CC(CC(C(=O)C(C(C(=CC(C(=O)CC(OC(=O)C3CCCCN3C(=O)C(=O)C1(O2)O)C(C)CC4CCC(C(C4)OC)OCCO)C)C)O)OC)C)C)C)OC. Cell line: HCT-15. Synergy scores: CSS=39.7, Synergy_ZIP=0.266, Synergy_Bliss=2.64, Synergy_Loewe=0.247, Synergy_HSA=4.16. (3) Drug 1: CC12CCC3C(C1CCC2O)C(CC4=C3C=CC(=C4)O)CCCCCCCCCS(=O)CCCC(C(F)(F)F)(F)F. Drug 2: C(CC(=O)O)C(=O)CN.Cl. Cell line: OVCAR-4. Synergy scores: CSS=12.1, Synergy_ZIP=-5.07, Synergy_Bliss=-2.54, Synergy_Loewe=-0.576, Synergy_HSA=-0.470. (4) Drug 1: C1=CC(=C2C(=C1NCCNCCO)C(=O)C3=C(C=CC(=C3C2=O)O)O)NCCNCCO. Drug 2: CN(CC1=CN=C2C(=N1)C(=NC(=N2)N)N)C3=CC=C(C=C3)C(=O)NC(CCC(=O)O)C(=O)O. Cell line: EKVX. Synergy scores: CSS=23.6, Synergy_ZIP=-5.71, Synergy_Bliss=-2.37, Synergy_Loewe=1.20, Synergy_HSA=1.45. (5) Drug 1: CC1=CC=C(C=C1)C2=CC(=NN2C3=CC=C(C=C3)S(=O)(=O)N)C(F)(F)F. Drug 2: C1=CN(C(=O)N=C1N)C2C(C(C(O2)CO)O)O.Cl. Cell line: BT-549. Synergy scores: CSS=22.5, Synergy_ZIP=6.02, Synergy_Bliss=2.46, Synergy_Loewe=-9.00, Synergy_HSA=1.87.